Task: Predict the reaction yield, written as a fraction of the theoretical maximum amount of product (1.0 means a 100% yield; for example, 0.34 means a 34% yield).. Dataset: Reaction yield outcomes from USPTO patents with 853,638 reactions (1) The reactants are [NH2:1][C:2]1[CH:3]=[N:4][N:5]([CH3:21])[C:6]=1[N:7]1[CH2:11][CH2:10][C@H:9]([CH2:12][NH:13]C(=O)OC(C)(C)C)[CH2:8]1.[NH2:22][C:23]1[C:24]([C:30]([OH:32])=O)=[N:25][C:26](Br)=[CH:27][CH:28]=1.[F:33][C:34]1[CH:39]=[CH:38][CH:37]=[CH:36][C:35]=1B(O)O. No catalyst specified. The product is [NH2:22][C:23]1[C:24]([C:30]([NH:1][C:2]2[CH:3]=[N:4][N:5]([CH3:21])[C:6]=2[N:7]2[CH2:11][CH2:10][C@H:9]([CH2:12][NH2:13])[CH2:8]2)=[O:32])=[N:25][C:26]([C:35]2[CH:36]=[CH:37][CH:38]=[CH:39][C:34]=2[F:33])=[CH:27][CH:28]=1. The yield is 0.370. (2) The reactants are [CH2:1]([N:3]1[C:7]2=[N:8][C:9]([CH2:28][CH3:29])=[C:10]([CH2:19][NH:20][C:21](=[O:27])[CH2:22][CH2:23][C:24]([OH:26])=O)[C:11]([NH:12][CH:13]3[CH2:18][CH2:17][O:16][CH2:15][CH2:14]3)=[C:6]2[CH:5]=[N:4]1)[CH3:2].[Br:30][C:31]1[CH:32]=[C:33]([CH2:38][NH2:39])[CH:34]=[CH:35][C:36]=1[F:37].CN(C(ON1N=NC2C=CC=NC1=2)=[N+](C)C)C.F[P-](F)(F)(F)(F)F.C(N(CC)CC)C. The catalyst is ClCCl. The product is [Br:30][C:31]1[CH:32]=[C:33]([CH2:38][NH:39][C:24](=[O:26])[CH2:23][CH2:22][C:21]([NH:20][CH2:19][C:10]2[C:11]([NH:12][CH:13]3[CH2:14][CH2:15][O:16][CH2:17][CH2:18]3)=[C:6]3[CH:5]=[N:4][N:3]([CH2:1][CH3:2])[C:7]3=[N:8][C:9]=2[CH2:28][CH3:29])=[O:27])[CH:34]=[CH:35][C:36]=1[F:37]. The yield is 0.739. (3) The reactants are [Cl:1][C:2]1[CH:7]=[CH:6][C:5]([C:8]2[CH:16]=[CH:15][CH:14]=[C:13]3[C:9]=2[CH2:10][C:11](=[O:17])[NH:12]3)=[CH:4][CH:3]=1.[N:18]1([CH2:23][CH2:24][NH:25][C:26]([C:28]2[C:32]([CH3:33])=[C:31]([CH:34]=O)[NH:30][C:29]=2[CH3:36])=[O:27])[CH:22]=[CH:21][N:20]=[N:19]1. The product is [N:18]1([CH2:23][CH2:24][NH:25][C:26]([C:28]2[C:32]([CH3:33])=[C:31]([CH:34]=[C:10]3[C:9]4[C:13](=[CH:14][CH:15]=[CH:16][C:8]=4[C:5]4[CH:4]=[CH:3][C:2]([Cl:1])=[CH:7][CH:6]=4)[NH:12][C:11]3=[O:17])[NH:30][C:29]=2[CH3:36])=[O:27])[CH:22]=[CH:21][N:20]=[N:19]1. The catalyst is C(O)C.N1CCCCC1. The yield is 0.360. (4) The reactants are [CH2:1]([C@@H:3]1[CH2:11][C:6]2(OCC[O:7]2)[CH2:5][C@@H:4]1[C:12]1[N:16]2[C:17]3[CH:23]=[CH:22][N:21]([S:24]([C:27]4[CH:33]=[CH:32][C:30]([CH3:31])=[CH:29][CH:28]=4)(=[O:26])=[O:25])[C:18]=3[N:19]=[CH:20][C:15]2=[N:14][N:13]=1)[CH3:2].Cl. The catalyst is C1COCC1. The product is [CH2:1]([CH:3]1[CH:4]([C:12]2[N:16]3[C:17]4[CH:23]=[CH:22][N:21]([S:24]([C:27]5[CH:28]=[CH:29][C:30]([CH3:31])=[CH:32][CH:33]=5)(=[O:26])=[O:25])[C:18]=4[N:19]=[CH:20][C:15]3=[N:14][N:13]=2)[CH2:5][C:6](=[O:7])[CH2:11]1)[CH3:2]. The yield is 0.930. (5) The reactants are [CH2:1]([C:3]1[CH:4]=[C:5]2[C:9](=[CH:10][CH:11]=1)[NH:8][CH2:7][CH2:6]2)[CH3:2].[N+:12]([O-])([O-:14])=[O:13].[K+].[OH-].[Na+]. The catalyst is OS(O)(=O)=O. The product is [CH2:1]([C:3]1[CH:4]=[C:5]2[C:9](=[CH:10][C:11]=1[N+:12]([O-:14])=[O:13])[NH:8][CH2:7][CH2:6]2)[CH3:2]. The yield is 0.580.